Predict the product of the given reaction. From a dataset of Forward reaction prediction with 1.9M reactions from USPTO patents (1976-2016). (1) Given the reactants [CH3:1][N:2]([CH3:5])[C:3]#[N:4].[S:6](=[O:10])(=[O:9])([OH:8])[OH:7].[CH3:11][OH:12], predict the reaction product. The product is: [S:6]([OH:10])([OH:9])(=[O:8])=[O:7].[CH3:1][N:2]([CH3:5])[C:3](=[NH:4])[O:12][CH3:11]. (2) Given the reactants [CH2:1]([O:3][C:4]([C:6]1[N:7]=[C:8]([N:22]2[CH2:27][CH2:26][CH2:25][CH2:24][S:23]2(=[O:29])=[O:28])[N:9]([CH3:21])[C:10](=[O:20])[C:11]=1[O:12]CC1C=CC=CC=1)=[O:5])[CH3:2].[H][H], predict the reaction product. The product is: [CH2:1]([O:3][C:4]([C:6]1[N:7]=[C:8]([N:22]2[CH2:27][CH2:26][CH2:25][CH2:24][S:23]2(=[O:28])=[O:29])[N:9]([CH3:21])[C:10](=[O:20])[C:11]=1[OH:12])=[O:5])[CH3:2]. (3) Given the reactants COC1C=CC(P2(SP(C3C=CC(OC)=CC=3)(=S)S2)=[S:10])=CC=1.[CH3:23][O:24][C:25]1[CH:30]=[CH:29][C:28]([C:31]2[C:36]([C:37]3[CH:42]=[CH:41][C:40]([O:43][CH3:44])=[CH:39][CH:38]=3)=[N:35][N:34]([CH2:45][CH:46]=[CH:47][C:48]3[CH:53]=[CH:52][C:51]([Cl:54])=[CH:50][CH:49]=3)[C:33](=O)[CH:32]=2)=[CH:27][CH:26]=1.C(=O)([O-])O.[Na+], predict the reaction product. The product is: [CH3:23][O:24][C:25]1[CH:30]=[CH:29][C:28]([C:31]2[C:36]([C:37]3[CH:42]=[CH:41][C:40]([O:43][CH3:44])=[CH:39][CH:38]=3)=[N:35][N:34]([CH2:45][CH:46]=[CH:47][C:48]3[CH:53]=[CH:52][C:51]([Cl:54])=[CH:50][CH:49]=3)[C:33](=[S:10])[CH:32]=2)=[CH:27][CH:26]=1. (4) Given the reactants Br[C:2]1[CH:7]=[CH:6][C:5]([C:8]([N:10]2[CH2:15][CH2:14][CH:13]([C:16]([F:19])([F:18])[F:17])[CH2:12][CH2:11]2)=[O:9])=[CH:4][CH:3]=1.[B:20]1([B:20]2[O:24][C:23]([CH3:26])([CH3:25])[C:22]([CH3:28])([CH3:27])[O:21]2)[O:24][C:23]([CH3:26])([CH3:25])[C:22]([CH3:28])([CH3:27])[O:21]1.C([O-])(=O)C.[K+], predict the reaction product. The product is: [F:17][C:16]([F:19])([F:18])[CH:13]1[CH2:14][CH2:15][N:10]([C:8]([C:5]2[CH:6]=[CH:7][C:2]([B:20]3[O:24][C:23]([CH3:26])([CH3:25])[C:22]([CH3:28])([CH3:27])[O:21]3)=[CH:3][CH:4]=2)=[O:9])[CH2:11][CH2:12]1. (5) Given the reactants [Cl:1][C:2]1[C:3]([CH3:24])=[C:4]([CH2:8][NH:9][C:10]2[N:11]=[C:12]([N:18]3[CH2:23][CH2:22][O:21][CH2:20][CH2:19]3)[S:13][C:14]=2[C:15]([NH2:17])=[O:16])[CH:5]=[CH:6][CH:7]=1.[O:25]1[CH2:30][CH2:29][CH2:28][CH2:27][CH:26]1[C:31](Cl)=O, predict the reaction product. The product is: [Cl:1][C:2]1[C:3]([CH3:24])=[C:4]([CH2:8][N:9]2[C:10]3[N:11]=[C:12]([N:18]4[CH2:19][CH2:20][O:21][CH2:22][CH2:23]4)[S:13][C:14]=3[C:15](=[O:16])[N:17]=[C:31]2[CH:26]2[CH2:27][CH2:28][CH2:29][CH2:30][O:25]2)[CH:5]=[CH:6][CH:7]=1. (6) Given the reactants Cl[C:2]1[N:7]=[CH:6][C:5]([CH:8]([CH2:11][CH:12]2[CH2:14][CH2:13]2)[C:9]#[N:10])=[CH:4][CH:3]=1.C([Sn](CCCC)(CCCC)[C:20]([O:22][CH2:23][CH3:24])=[CH2:21])CCC, predict the reaction product. The product is: [CH:12]1([CH2:11][CH:8]([C:5]2[CH:6]=[N:7][C:2]([C:20]([O:22][CH2:23][CH3:24])=[CH2:21])=[CH:3][CH:4]=2)[C:9]#[N:10])[CH2:14][CH2:13]1.